From a dataset of NCI-60 drug combinations with 297,098 pairs across 59 cell lines. Regression. Given two drug SMILES strings and cell line genomic features, predict the synergy score measuring deviation from expected non-interaction effect. (1) Drug 1: CNC(=O)C1=NC=CC(=C1)OC2=CC=C(C=C2)NC(=O)NC3=CC(=C(C=C3)Cl)C(F)(F)F. Drug 2: CN1C2=C(C=C(C=C2)N(CCCl)CCCl)N=C1CCCC(=O)O.Cl. Cell line: SF-539. Synergy scores: CSS=0.758, Synergy_ZIP=2.51, Synergy_Bliss=1.34, Synergy_Loewe=-0.0116, Synergy_HSA=-1.58. (2) Drug 1: CC1=C(C(=O)C2=C(C1=O)N3CC4C(C3(C2COC(=O)N)OC)N4)N. Drug 2: B(C(CC(C)C)NC(=O)C(CC1=CC=CC=C1)NC(=O)C2=NC=CN=C2)(O)O. Cell line: MDA-MB-435. Synergy scores: CSS=66.6, Synergy_ZIP=-2.01, Synergy_Bliss=-2.04, Synergy_Loewe=-17.4, Synergy_HSA=-4.82. (3) Drug 1: CN(C)N=NC1=C(NC=N1)C(=O)N. Drug 2: CS(=O)(=O)OCCCCOS(=O)(=O)C. Cell line: NCIH23. Synergy scores: CSS=16.0, Synergy_ZIP=-3.29, Synergy_Bliss=6.03, Synergy_Loewe=3.76, Synergy_HSA=5.67. (4) Drug 1: CCC1(CC2CC(C3=C(CCN(C2)C1)C4=CC=CC=C4N3)(C5=C(C=C6C(=C5)C78CCN9C7C(C=CC9)(C(C(C8N6C=O)(C(=O)OC)O)OC(=O)C)CC)OC)C(=O)OC)O.OS(=O)(=O)O. Drug 2: CC1C(C(CC(O1)OC2CC(OC(C2O)C)OC3=CC4=CC5=C(C(=O)C(C(C5)C(C(=O)C(C(C)O)O)OC)OC6CC(C(C(O6)C)O)OC7CC(C(C(O7)C)O)OC8CC(C(C(O8)C)O)(C)O)C(=C4C(=C3C)O)O)O)O. Cell line: A498. Synergy scores: CSS=26.3, Synergy_ZIP=1.44, Synergy_Bliss=3.26, Synergy_Loewe=-0.261, Synergy_HSA=0.643.